This data is from Reaction yield outcomes from USPTO patents with 853,638 reactions. The task is: Predict the reaction yield, written as a fraction of the theoretical maximum amount of product (1.0 means a 100% yield; for example, 0.34 means a 34% yield). The reactants are [F:1][C:2]1[CH:10]=[CH:9][C:5]([C:6](Cl)=[O:7])=[CH:4][CH:3]=1.[O:11]1[CH:15]=[CH:14][C:13]([C:16]2[C:24]3[C:19](=[N:20][CH:21]=[C:22]([NH2:25])[CH:23]=3)[NH:18][CH:17]=2)=[CH:12]1.CCN(CC)CC. The catalyst is CN(C1C=CN=CC=1)C.CN(C=O)C. The product is [F:1][C:2]1[CH:10]=[CH:9][C:5]([C:6]([NH:25][C:22]2[CH:23]=[C:24]3[C:16]([C:13]4[CH:14]=[CH:15][O:11][CH:12]=4)=[CH:17][NH:18][C:19]3=[N:20][CH:21]=2)=[O:7])=[CH:4][CH:3]=1. The yield is 0.0500.